This data is from hERG potassium channel inhibition data for cardiac toxicity prediction from Karim et al.. The task is: Regression/Classification. Given a drug SMILES string, predict its toxicity properties. Task type varies by dataset: regression for continuous values (e.g., LD50, hERG inhibition percentage) or binary classification for toxic/non-toxic outcomes (e.g., AMES mutagenicity, cardiotoxicity, hepatotoxicity). Dataset: herg_karim. (1) The molecule is CN[C@H]1CC[C@@H](c2c[nH]c3ccc(N=C(N)c4cccs4)cc32)CC1. The result is 0 (non-blocker). (2) The compound is Cc1c([C@@H](O)CN2CCC3(CC2)CC(=O)N(c2ccns2)C3)ccc2c1COC2=O. The result is 1 (blocker). (3) The molecule is CC(=O)Oc1ccccc1C(=O)O. The result is 0 (non-blocker). (4) The molecule is NC1(C(=O)NC(c2ccc(Cl)cc2)C2CC2)CCN(c2ncnc3[nH]ccc23)CC1. The result is 1 (blocker). (5) The drug is COc1ccc(C2(O)CCC(N3CCC(NC(=O)CNC(=O)c4cccc(C(F)(F)F)c4)C3)CC2)cn1. The result is 0 (non-blocker). (6) The compound is CC(C)[C@@H](NC(=O)c1ccccc1)C(=O)N1CCC(c2ccc(Cl)cc2)CC1. The result is 1 (blocker). (7) The drug is [O-][S+](c1ccc(C=Cc2ccc(F)cc2)nc1)c1ccccc1F. The result is 1 (blocker). (8) The molecule is O=C1NCC(c2ccccc2)C12CCN(C1(c3ccccc3)CCCOC1)CC2. The result is 0 (non-blocker).